Dataset: Catalyst prediction with 721,799 reactions and 888 catalyst types from USPTO. Task: Predict which catalyst facilitates the given reaction. Reactant: [F:1][C:2]1[CH:7]=[C:6]([F:8])[CH:5]=[CH:4][C:3]=1[N:9]1[C:17]2[C:12](=[C:13]([N:18]3[CH2:22][CH2:21][NH:20][C:19]3=[O:23])[CH:14]=[CH:15][CH:16]=2)[CH:11]=[N:10]1.[H-].[Na+].Cl[CH2:27][C:28]1[O:29][CH:30]=[CH:31][N:32]=1. Product: [F:1][C:2]1[CH:7]=[C:6]([F:8])[CH:5]=[CH:4][C:3]=1[N:9]1[C:17]2[C:12](=[C:13]([N:18]3[CH2:22][CH2:21][N:20]([CH2:27][C:28]4[O:29][CH:30]=[CH:31][N:32]=4)[C:19]3=[O:23])[CH:14]=[CH:15][CH:16]=2)[CH:11]=[N:10]1. The catalyst class is: 7.